This data is from Forward reaction prediction with 1.9M reactions from USPTO patents (1976-2016). The task is: Predict the product of the given reaction. (1) Given the reactants Cl[C:2]1[C:7]([CH:8]2[CH2:10][CH2:9]2)=[C:6]([Cl:11])[N:5]=[CH:4][N:3]=1.[CH:12]([O:15][C:16]([N:18]1[CH2:23][CH2:22][CH:21]([OH:24])[CH2:20][CH2:19]1)=[O:17])([CH3:14])[CH3:13].CC(C)([O-])C.[K+], predict the reaction product. The product is: [CH:12]([O:15][C:16]([N:18]1[CH2:19][CH2:20][CH:21]([O:24][C:2]2[C:7]([CH:8]3[CH2:10][CH2:9]3)=[C:6]([Cl:11])[N:5]=[CH:4][N:3]=2)[CH2:22][CH2:23]1)=[O:17])([CH3:14])[CH3:13]. (2) Given the reactants [NH2:1][C:2]1[CH:7]=[CH:6][CH:5]=[CH:4][CH:3]=1.Cl.[N:9]([O-])=O.[Na+].C([O-])(=O)C.[Na+].[C:18](#[N:22])[CH2:19][C:20]#[N:21].C(O)(=O)C.[F:27][C:28]1[CH:29]=[C:30]2[C:36]([C:37](=[NH:39])[NH2:38])=[N:35][N:34]([CH2:40][C:41]3[CH:46]=[CH:45][CH:44]=[CH:43][C:42]=3[F:47])[C:31]2=[N:32][CH:33]=1, predict the reaction product. The product is: [F:27][C:28]1[CH:29]=[C:30]2[C:36]([C:37]3[N:38]=[C:20]([NH2:21])[C:19](/[N:9]=[N:1]/[C:2]4[CH:7]=[CH:6][CH:5]=[CH:4][CH:3]=4)=[C:18]([NH2:22])[N:39]=3)=[N:35][N:34]([CH2:40][C:41]3[CH:46]=[CH:45][CH:44]=[CH:43][C:42]=3[F:47])[C:31]2=[N:32][CH:33]=1. (3) The product is: [CH2:1]([O:5][C:6]1[N:14]=[C:13]2[C:9]([N:10]=[C:11]([OH:23])[N:12]2[CH2:15][C:16]2[CH:17]=[N:18][C:19]([N:34]3[CH2:35][CH2:36][CH:31]([C:29]([O:28][CH2:26][CH3:27])=[O:30])[CH2:32][CH2:33]3)=[CH:20][CH:21]=2)=[C:8]([NH2:25])[N:7]=1)[CH2:2][CH2:3][CH3:4]. Given the reactants [CH2:1]([O:5][C:6]1[N:14]=[C:13]2[C:9]([N:10]=[C:11]([O:23]C)[N:12]2[CH2:15][C:16]2[CH:17]=[N:18][C:19](Cl)=[CH:20][CH:21]=2)=[C:8]([NH2:25])[N:7]=1)[CH2:2][CH2:3][CH3:4].[CH2:26]([O:28][C:29]([CH:31]1[CH2:36][CH2:35][NH:34][CH2:33][CH2:32]1)=[O:30])[CH3:27], predict the reaction product. (4) Given the reactants [CH3:1][C@H:2]1[CH2:7][N:6]2[N:8]=[CH:9][C:10]([N:11]3[C:15](=[O:16])[CH2:14][NH:13][CH2:12]3)=[C:5]2[CH2:4][N:3]1[C:17]([O:19][C:20]([CH3:23])([CH3:22])[CH3:21])=[O:18].[CH3:24][S:25](O[S:25]([CH3:24])(=[O:27])=[O:26])(=[O:27])=[O:26].C(N(C(C)C)C(C)C)C, predict the reaction product. The product is: [CH3:1][C@H:2]1[CH2:7][N:6]2[N:8]=[CH:9][C:10]([N:11]3[C:15](=[O:16])[CH2:14][N:13]([S:25]([CH3:24])(=[O:27])=[O:26])[CH2:12]3)=[C:5]2[CH2:4][N:3]1[C:17]([O:19][C:20]([CH3:22])([CH3:21])[CH3:23])=[O:18]. (5) The product is: [CH3:9][C:10]([NH:2][CH:23]=[O:26])([CH3:21])[CH2:11][C:12]1[C:17]([CH3:18])=[CH:16][C:15]([CH3:19])=[CH:14][C:13]=1[CH3:20]. Given the reactants [C-]#[N:2].[K+].S(=O)(=O)(O)O.[CH3:9][C:10](O)([CH3:21])[CH2:11][C:12]1[C:17]([CH3:18])=[CH:16][C:15]([CH3:19])=[CH:14][C:13]=1[CH3:20].[C:23](=[O:26])([O-])[O-].[Na+].[Na+], predict the reaction product. (6) Given the reactants [CH2:1]([O:3][C:4]([C:6]1[N:11]=[C:10]([I:12])[C:9]2[N:13]=[C:14]([C:16]3[CH:21]=[CH:20][CH:19]=[CH:18][CH:17]=3)[S:15][C:8]=2[C:7]=1[OH:22])=[O:5])[CH3:2].[CH2:23](Br)[C:24]1[CH:29]=[CH:28][CH:27]=[CH:26][CH:25]=1.C(=O)([O-])[O-].[K+].[K+], predict the reaction product. The product is: [CH2:1]([O:3][C:4]([C:6]1[N:11]=[C:10]([I:12])[C:9]2[N:13]=[C:14]([C:16]3[CH:21]=[CH:20][CH:19]=[CH:18][CH:17]=3)[S:15][C:8]=2[C:7]=1[O:22][CH2:23][C:24]1[CH:29]=[CH:28][CH:27]=[CH:26][CH:25]=1)=[O:5])[CH3:2]. (7) The product is: [Cl:1][C:2]1[CH:3]=[N:4][C:5]2[N:6]([N:8]=[C:9]([C:11]([N:16]3[CH2:17][CH2:18][C:19]4[CH:24]=[CH:23][CH:22]=[N:21][C:20]=4[N:15]3[CH3:14])=[O:13])[CH:10]=2)[CH:7]=1. Given the reactants [Cl:1][C:2]1[CH:3]=[N:4][C:5]2[N:6]([N:8]=[C:9]([C:11]([OH:13])=O)[CH:10]=2)[CH:7]=1.[CH3:14][N:15]1[C:20]2[N:21]=[CH:22][CH:23]=[CH:24][C:19]=2[CH2:18][CH2:17][NH:16]1, predict the reaction product.